Predict which catalyst facilitates the given reaction. From a dataset of Catalyst prediction with 721,799 reactions and 888 catalyst types from USPTO. (1) Reactant: [CH3:1][C:2]1([CH3:31])[CH2:11][CH:10]=[C:9]([C:12]2[S:13][C:14]([CH3:17])=[CH:15][N:16]=2)[C:8]2[CH:7]=[C:6]([C:18]#[C:19][C:20]3[CH:30]=[CH:29][C:23]([C:24]([O:26]CC)=[O:25])=[CH:22][CH:21]=3)[CH:5]=[CH:4][C:3]1=2.[OH-].[Na+]. Product: [CH3:1][C:2]1([CH3:31])[CH2:11][CH:10]=[C:9]([C:12]2[S:13][C:14]([CH3:17])=[CH:15][N:16]=2)[C:8]2[CH:7]=[C:6]([C:18]#[C:19][C:20]3[CH:21]=[CH:22][C:23]([C:24]([OH:26])=[O:25])=[CH:29][CH:30]=3)[CH:5]=[CH:4][C:3]1=2. The catalyst class is: 14. (2) Reactant: F[C:2]1[CH:7]=[C:6]([O:8][CH3:9])[CH:5]=[CH:4][C:3]=1[C:10]1[NH:19][C:18](=[O:20])[C:17]2[C:12](=[CH:13][C:14]([O:23][CH3:24])=[CH:15][C:16]=2[O:21][CH3:22])[N:11]=1.[CH:25]([N:28]1[CH2:33][CH2:32][CH:31]([NH2:34])[CH2:30][CH2:29]1)([CH3:27])[CH3:26].C[Si]([N-][Si](C)(C)C)(C)C.[Li+]. Product: [CH:25]([N:28]1[CH2:33][CH2:32][CH:31]([NH:34][C:2]2[CH:7]=[C:6]([O:8][CH3:9])[CH:5]=[CH:4][C:3]=2[C:10]2[NH:19][C:18](=[O:20])[C:17]3[C:12](=[CH:13][C:14]([O:23][CH3:24])=[CH:15][C:16]=3[O:21][CH3:22])[N:11]=2)[CH2:30][CH2:29]1)([CH3:27])[CH3:26]. The catalyst class is: 20. (3) Reactant: [Cl:1][C:2]1[CH:3]=[C:4]([CH:29]=[CH:30][C:31]=1[O:32][CH:33]([CH3:35])[CH3:34])[C:5]([NH:7][C@H:8]([CH2:26][CH2:27][OH:28])[CH2:9][C:10]1[CH:15]=[CH:14][C:13]([C:16]2[N:17]=[C:18]([C:22](=NO)[CH3:23])[N:19]([CH3:21])[CH:20]=2)=[CH:12][CH:11]=1)=[O:6].[C:36]([O-:39])([O-])=O.[K+].[K+].ICC.CN([CH:48]=[O:49])C. Product: [Cl:1][C:2]1[CH:3]=[C:4]([CH:29]=[CH:30][C:31]=1[O:32][CH:33]([CH3:34])[CH3:35])[C:5]([NH:7][C@H:8]([CH2:26][CH2:27][OH:28])[CH2:9][C:10]1[CH:15]=[CH:14][C:13]([C:16]2[N:17]=[C:18]([C:22]3([CH3:23])[O:39][CH2:36][CH2:48][O:49]3)[N:19]([CH3:21])[CH:20]=2)=[CH:12][CH:11]=1)=[O:6]. The catalyst class is: 6. (4) Reactant: [NH2:1][CH2:2][C:3]1[N:7]2[CH:8]=[CH:9][CH:10]=[CH:11][C:6]2=[N:5][C:4]=1[CH2:12][N:13]([CH3:24])[C@@H:14]1[C:23]2[N:22]=[CH:21][CH:20]=[CH:19][C:18]=2[CH2:17][CH2:16][CH2:15]1.[C:25]([NH:32][CH2:33][C:34]([OH:36])=O)([O:27]C(C)(C)C)=[O:26].CCN([CH:43]([CH3:45])[CH3:44])C(C)C.[CH3:46]N(C(ON1N=NC2C=CC=NC1=2)=[N+](C)C)C.F[P-](F)(F)(F)(F)F. Product: [NH4+:1].[OH-:26].[CH3:44][C:43]([N:32]([CH2:33][C:34]([NH:1][CH2:2][C:3]1[N:7]2[CH:8]=[CH:9][CH:10]=[CH:11][C:6]2=[N:5][C:4]=1[CH2:12][N:13]([CH3:24])[C@@H:14]1[C:23]2[N:22]=[CH:21][CH:20]=[CH:19][C:18]=2[CH2:17][CH2:16][CH2:15]1)=[O:36])[C:25](=[O:26])[O-:27])([CH3:45])[CH3:46]. The catalyst class is: 10. (5) Reactant: [NH2:1][C:2]12[CH2:9][CH2:8][C:5]([CH2:10][OH:11])([CH2:6][CH2:7]1)[CH:4]([OH:12])[CH2:3]2.[C:13]([C@H:17]1[CH2:22][CH2:21][C@H:20]([O:23][C:24]2[CH:25]=[C:26]3[C:31](=[CH:32][CH:33]=2)[CH:30]=[C:29]([CH:34]=O)[CH:28]=[CH:27]3)[CH2:19][CH2:18]1)([CH3:16])([CH3:15])[CH3:14].CC(O)=O.[BH-](OC(C)=O)(OC(C)=O)OC(C)=O.[Na+]. Product: [C:13]([C@H:17]1[CH2:22][CH2:21][C@H:20]([O:23][C:24]2[CH:25]=[C:26]3[C:31](=[CH:32][CH:33]=2)[CH:30]=[C:29]([CH2:34][NH:1][C:2]24[CH2:7][CH2:6][C:5]([CH2:10][OH:11])([CH2:8][CH2:9]2)[CH:4]([OH:12])[CH2:3]4)[CH:28]=[CH:27]3)[CH2:19][CH2:18]1)([CH3:16])([CH3:15])[CH3:14]. The catalyst class is: 2. (6) Reactant: Cl[C:2]1[C:11]2[C:6](=[CH:7][C:8]([F:12])=[CH:9][CH:10]=2)[N:5]=[C:4]([C:13]2[CH:14]=[N:15][CH:16]=[CH:17][CH:18]=2)[C:3]=1[CH3:19].[O:20]1[CH2:25][CH2:24][N:23]([C:26]2[C:31]([NH2:32])=[CH:30][C:29]([N:33]3[CH2:38][CH2:37][O:36][CH2:35][CH2:34]3)=[CH:28][N:27]=2)[CH2:22][CH2:21]1.Cl.O1CCOCC1. The catalyst class is: 37. Product: [N:23]1([C:26]2[C:31]([NH:32][C:2]3[C:11]4[C:6](=[CH:7][C:8]([F:12])=[CH:9][CH:10]=4)[N:5]=[C:4]([C:13]4[CH:14]=[N:15][CH:16]=[CH:17][CH:18]=4)[C:3]=3[CH3:19])=[CH:30][C:29]([N:33]3[CH2:34][CH2:35][O:36][CH2:37][CH2:38]3)=[CH:28][N:27]=2)[CH2:22][CH2:21][O:20][CH2:25][CH2:24]1. (7) Reactant: [NH:1]1[C:9]2[C:4](=[CH:5][CH:6]=[CH:7][CH:8]=2)[C:3]([C:10]([OH:12])=O)=[CH:2]1.C1C=CC2N(O)N=NC=2C=1.C(Cl)CCl.[NH2:27][CH2:28][C:29]([C:32]1[CH:37]=[CH:36][C:35]([NH:38][C:39](=[O:50])[C:40]2[CH:45]=[CH:44][C:43]([O:46][CH3:47])=[C:42]([O:48][CH3:49])[CH:41]=2)=[CH:34][CH:33]=1)([CH3:31])[CH3:30]. Product: [CH3:49][O:48][C:42]1[CH:41]=[C:40]([CH:45]=[CH:44][C:43]=1[O:46][CH3:47])[C:39]([NH:38][C:35]1[CH:34]=[CH:33][C:32]([C:29]([CH3:31])([CH3:30])[CH2:28][NH:27][C:10]([C:3]2[C:4]3[C:9](=[CH:8][CH:7]=[CH:6][CH:5]=3)[NH:1][CH:2]=2)=[O:12])=[CH:37][CH:36]=1)=[O:50]. The catalyst class is: 12. (8) Product: [CH2:3]([C:5]1[N:6]([CH:31]2[CH2:34][N:33]([C:35]([O:37][C:38]([CH3:40])([CH3:39])[CH3:41])=[O:36])[CH2:32]2)[N:7]=[C:8]2[C:13](=[O:14])[NH:12][C:11]([C:15]3[C:16]([O:27][CH2:28][CH2:29][CH3:30])=[N:17][CH:18]=[C:19]([C:21]#[CH:22])[CH:20]=3)=[N:10][C:9]=12)[CH3:4]. Reactant: [F-].[K+].[CH2:3]([C:5]1[N:6]([CH:31]2[CH2:34][N:33]([C:35]([O:37][C:38]([CH3:41])([CH3:40])[CH3:39])=[O:36])[CH2:32]2)[N:7]=[C:8]2[C:13](=[O:14])[NH:12][C:11]([C:15]3[C:16]([O:27][CH2:28][CH2:29][CH3:30])=[N:17][CH:18]=[C:19]([C:21]#[C:22][Si](C)(C)C)[CH:20]=3)=[N:10][C:9]=12)[CH3:4]. The catalyst class is: 42. (9) Reactant: [F:1][C:2]1[CH:7]=[C:6]([O:8][Si:9]([CH:16]([CH3:18])[CH3:17])([CH:13]([CH3:15])[CH3:14])[CH:10]([CH3:12])[CH3:11])[CH:5]=[C:4]([CH3:19])[C:3]=1[NH:20][CH3:21].[CH3:22][O:23][C:24](=[O:34])[C:25]1[CH:30]=[CH:29][C:28]([CH:31]=O)=[CH:27][C:26]=1[CH3:33].C(O[BH-](OC(=O)C)OC(=O)C)(=O)C.[Na+]. Product: [CH3:22][O:23][C:24](=[O:34])[C:25]1[CH:30]=[CH:29][C:28]([CH2:31][N:20]([C:3]2[C:4]([CH3:19])=[CH:5][C:6]([O:8][Si:9]([CH:16]([CH3:18])[CH3:17])([CH:10]([CH3:12])[CH3:11])[CH:13]([CH3:15])[CH3:14])=[CH:7][C:2]=2[F:1])[CH3:21])=[CH:27][C:26]=1[CH3:33]. The catalyst class is: 15.